From a dataset of Full USPTO retrosynthesis dataset with 1.9M reactions from patents (1976-2016). Predict the reactants needed to synthesize the given product. (1) Given the product [C:1]([O:5][C:6]([N:8]1[CH2:13][CH2:12][CH:11]([C:14](=[O:16])[NH:40][OH:41])[CH:10]([NH:17][S:18]([C:21]2[CH:26]=[CH:25][C:24]([O:27][CH2:28][C:29]3[C:38]4[C:33](=[CH:34][CH:35]=[CH:36][CH:37]=4)[N:32]=[C:31]([CH3:39])[CH:30]=3)=[CH:23][CH:22]=2)(=[O:20])=[O:19])[CH2:9]1)=[O:7])([CH3:3])([CH3:2])[CH3:4], predict the reactants needed to synthesize it. The reactants are: [C:1]([O:5][C:6]([N:8]1[CH2:13][CH2:12][CH:11]([C:14]([OH:16])=O)[CH:10]([NH:17][S:18]([C:21]2[CH:26]=[CH:25][C:24]([O:27][CH2:28][C:29]3[C:38]4[C:33](=[CH:34][CH:35]=[CH:36][CH:37]=4)[N:32]=[C:31]([CH3:39])[CH:30]=3)=[CH:23][CH:22]=2)(=[O:20])=[O:19])[CH2:9]1)=[O:7])([CH3:4])([CH3:3])[CH3:2].[NH2:40][OH:41]. (2) Given the product [CH3:13][C:11]1([CH3:14])[O:12][C@@H:8]([CH2:7][CH2:6][N:20]2[C:16](=[O:22])[CH2:17][CH2:18][C:19]2=[O:21])[C:9](=[O:15])[O:10]1, predict the reactants needed to synthesize it. The reactants are: S(O[CH2:6][CH2:7][C@@H:8]1[O:12][C:11]([CH3:14])([CH3:13])[O:10][C:9]1=[O:15])(C)(=O)=O.[C:16]1(=[O:22])[NH:20][C:19](=[O:21])[CH2:18][CH2:17]1.[K].[I-].[Na+]. (3) Given the product [NH2:12][C:4]1[CH:3]=[C:2]([Br:1])[C:10]([Cl:11])=[CH:9][C:5]=1[C:6]([NH2:8])=[O:7], predict the reactants needed to synthesize it. The reactants are: [Br:1][C:2]1[C:10]([Cl:11])=[CH:9][C:5]([C:6]([NH2:8])=[O:7])=[C:4]([N+:12]([O-])=O)[CH:3]=1. (4) Given the product [Cl:1][C:2]1[N:10]=[CH:9][CH:8]=[CH:7][C:3]=1[C:4]([N:24]([O:25][CH3:26])[CH3:23])=[O:5], predict the reactants needed to synthesize it. The reactants are: [Cl:1][C:2]1[N:10]=[CH:9][CH:8]=[CH:7][C:3]=1[C:4](O)=[O:5].C1N=CN(C(N2C=NC=C2)=O)C=1.[CH3:23][NH:24][O:25][CH3:26]. (5) Given the product [CH3:1][O:2][C:3]1[CH:4]=[C:5]([C:9]2[C:10]([C:15]([OH:20])=[O:17])=[N:11][CH:12]=[CH:13][CH:14]=2)[CH:6]=[CH:7][CH:8]=1, predict the reactants needed to synthesize it. The reactants are: [CH3:1][O:2][C:3]1[CH:4]=[C:5]([C:9]2[C:10]([C:15]#N)=[N:11][CH:12]=[CH:13][CH:14]=2)[CH:6]=[CH:7][CH:8]=1.[OH-:17].[Na+].C[OH:20].